Dataset: Forward reaction prediction with 1.9M reactions from USPTO patents (1976-2016). Task: Predict the product of the given reaction. (1) Given the reactants CON(C)[C:4]([CH:6]1[CH2:11][CH2:10][CH2:9][CH2:8][N:7]1[C:12]([O:14][C:15]([CH3:18])([CH3:17])[CH3:16])=[O:13])=[O:5].[H-].C([Al+]CC(C)C)C(C)C.O.O.O.O.O.O.O.O.O.O.S([O-])([O-])(=O)=O.[Na+].[Na+].S([O-])([O-])(=O)=O.[Mg+2], predict the reaction product. The product is: [CH:4]([CH:6]1[CH2:11][CH2:10][CH2:9][CH2:8][N:7]1[C:12]([O:14][C:15]([CH3:18])([CH3:17])[CH3:16])=[O:13])=[O:5]. (2) Given the reactants [Br:1][C:2]1[CH:3]=[CH:4][C:5]2[N:9]=[C:8]([CH2:10][OH:11])[N:7]([CH3:12])[C:6]=2[CH:13]=1, predict the reaction product. The product is: [Br:1][C:2]1[CH:3]=[CH:4][C:5]2[N:9]=[C:8]([CH:10]=[O:11])[N:7]([CH3:12])[C:6]=2[CH:13]=1. (3) Given the reactants [Si:1]([O:18][CH2:19][CH2:20][CH:21]1[CH2:24][C:23](=[O:25])[CH2:22]1)([C:14]([CH3:17])([CH3:16])[CH3:15])([C:8]1[CH:13]=[CH:12][CH:11]=[CH:10][CH:9]=1)[C:2]1[CH:7]=[CH:6][CH:5]=[CH:4][CH:3]=1.[BH4-].[Na+], predict the reaction product. The product is: [Si:1]([O:18][CH2:19][CH2:20][CH:21]1[CH2:24][CH:23]([OH:25])[CH2:22]1)([C:14]([CH3:17])([CH3:15])[CH3:16])([C:8]1[CH:13]=[CH:12][CH:11]=[CH:10][CH:9]=1)[C:2]1[CH:3]=[CH:4][CH:5]=[CH:6][CH:7]=1.